Dataset: Catalyst prediction with 721,799 reactions and 888 catalyst types from USPTO. Task: Predict which catalyst facilitates the given reaction. (1) Reactant: [F:1][C:2]1[CH:10]=[CH:9][C:5]([C:6]([OH:8])=O)=[CH:4][C:3]=1[N+:11]([O-:13])=[O:12].CN(C(ON1N=NC2C=CC=CC1=2)=[N+](C)C)C.F[P-](F)(F)(F)(F)F.C(N(CC)C(C)C)(C)C.[Cl:47][C:48]1[CH:55]=[CH:54][CH:53]=[CH:52][C:49]=1[CH2:50][NH2:51]. Product: [Cl:47][C:48]1[CH:55]=[CH:54][CH:53]=[CH:52][C:49]=1[CH2:50][NH:51][C:6](=[O:8])[C:5]1[CH:9]=[CH:10][C:2]([F:1])=[C:3]([N+:11]([O-:13])=[O:12])[CH:4]=1. The catalyst class is: 399. (2) Reactant: [NH2:1][C:2]1[CH:3]=[C:4]([OH:7])[NH:5][N:6]=1.C[O-].[Na+].C([O:13][C:14](=[O:21])[C:15](=O)[CH2:16][C:17](=O)[CH3:18])C. Product: [OH:7][C:4]1[C:3]2[C:2](=[N:1][C:15]([C:14]([OH:21])=[O:13])=[CH:16][C:17]=2[CH3:18])[NH:6][N:5]=1. The catalyst class is: 5. (3) Reactant: Cl[C:2]1[C:3]2[CH:10]=[C:9]([C:11]3[CH:16]=[CH:15][C:14]([N:17]4[CH2:22][CH2:21][O:20][CH2:19][CH2:18]4)=[CH:13][CH:12]=3)[NH:8][C:4]=2[N:5]=[CH:6][N:7]=1.[O:23]=[C:24]1[CH2:28][CH2:27][CH2:26][N:25]1[CH2:29][C:30]1[CH:37]=[CH:36][C:35](B2OC(C)(C)C(C)(C)O2)=[CH:34][C:31]=1[C:32]#[N:33].C([O-])([O-])=O.[Na+].[Na+].C(#N)C.O. Product: [O:20]1[CH2:21][CH2:22][N:17]([C:14]2[CH:15]=[CH:16][C:11]([C:9]3[NH:8][C:4]4[N:5]=[CH:6][N:7]=[C:2]([C:35]5[CH:36]=[CH:37][C:30]([CH2:29][N:25]6[CH2:26][CH2:27][CH2:28][C:24]6=[O:23])=[C:31]([CH:34]=5)[C:32]#[N:33])[C:3]=4[CH:10]=3)=[CH:12][CH:13]=2)[CH2:18][CH2:19]1. The catalyst class is: 151. (4) Reactant: [Cl-].[Ce+3].[Cl-].[Cl-].[BH4-:5].[Na+].[CH:7]1[C:16]2[C:11](=[CH:12][CH:13]=[CH:14][CH:15]=2)[CH:10]=[CH:9][C:8]=1[PH:17](=O)[C:18]1[CH:27]=[CH:26][C:25]2[C:20](=[CH:21][CH:22]=[CH:23][CH:24]=2)[CH:19]=1.[H-].[Al+3].[Li+].[H-].[H-].[H-].Cl. Product: [CH:19]1[C:20]2[C:25](=[CH:24][CH:23]=[CH:22][CH:21]=2)[CH:26]=[CH:27][C:18]=1[PH:17][C:8]1[CH:9]=[CH:10][C:11]2[C:16](=[CH:15][CH:14]=[CH:13][CH:12]=2)[CH:7]=1.[BH3:5]. The catalyst class is: 182. (5) Reactant: [NH2:1][C:2]1[CH:7]=[CH:6][C:5]([N:8]2[CH2:13][CH2:12][CH2:11][CH2:10][CH2:9]2)=[CH:4][C:3]=1[C:14]1[N:19]=[CH:18][N:17]=[C:16]([NH:20][CH2:21][C:22]2[CH:27]=[CH:26][CH:25]=[C:24]([C:28]([F:31])([F:30])[F:29])[CH:23]=2)[CH:15]=1.Cl[C:33]([C:35]1[CH:36]=[C:37]([CH:49]=[CH:50][CH:51]=1)[CH2:38][S:39][CH2:40][CH2:41][C:42]([O:44][C:45]([CH3:48])([CH3:47])[CH3:46])=[O:43])=[O:34]. Product: [N:8]1([C:5]2[CH:6]=[CH:7][C:2]([NH:1][C:33]([C:35]3[CH:36]=[C:37]([CH:49]=[CH:50][CH:51]=3)[CH2:38][S:39][CH2:40][CH2:41][C:42]([O:44][C:45]([CH3:48])([CH3:46])[CH3:47])=[O:43])=[O:34])=[C:3]([C:14]3[CH:15]=[C:16]([NH:20][CH2:21][C:22]4[CH:27]=[CH:26][CH:25]=[C:24]([C:28]([F:30])([F:29])[F:31])[CH:23]=4)[N:17]=[CH:18][N:19]=3)[CH:4]=2)[CH2:9][CH2:10][CH2:11][CH2:12][CH2:13]1. The catalyst class is: 4. (6) Reactant: [C:1]([O:5][C:6]([N:8]1[CH2:13][CH2:12][C@@H:11](C(O)=O)[C@H:10]([C:17]2[CH:22]=[CH:21][C:20]([F:23])=[CH:19][C:18]=2[CH3:24])[CH2:9]1)=[O:7])([CH3:4])([CH3:3])[CH3:2].C1C=CC(P([N:39]=[N+]=[N-])(C2C=CC=CC=2)=O)=CC=1.C(N(CC)CC)C.[OH-].[Na+]. Product: [NH2:39][C@@H:11]1[CH2:12][CH2:13][N:8]([C:6]([O:5][C:1]([CH3:4])([CH3:3])[CH3:2])=[O:7])[CH2:9][C@H:10]1[C:17]1[CH:22]=[CH:21][C:20]([F:23])=[CH:19][C:18]=1[CH3:24]. The catalyst class is: 93. (7) Reactant: [F:1][CH2:2][CH:3]([O:6][CH2:7][C:8]1[CH:13]=[C:12]([C:14]([O:16]CC)=[CH2:15])[N:11]=[C:10]([NH:19][C:20]2[CH:25]=[CH:24][C:23]([N:26]3[CH:30]=[C:29]([CH3:31])[N:28]=[CH:27]3)=[C:22]([O:32][CH3:33])[CH:21]=2)[N:9]=1)[CH2:4][F:5].O.Cl. Product: [F:5][CH2:4][CH:3]([O:6][CH2:7][C:8]1[N:9]=[C:10]([NH:19][C:20]2[CH:25]=[CH:24][C:23]([N:26]3[CH:30]=[C:29]([CH3:31])[N:28]=[CH:27]3)=[C:22]([O:32][CH3:33])[CH:21]=2)[N:11]=[C:12]([C:14](=[O:16])[CH3:15])[CH:13]=1)[CH2:2][F:1]. The catalyst class is: 12.